From a dataset of Reaction yield outcomes from USPTO patents with 853,638 reactions. Predict the reaction yield, written as a fraction of the theoretical maximum amount of product (1.0 means a 100% yield; for example, 0.34 means a 34% yield). (1) The reactants are [Cl:1][C:2]1[N:7]=[C:6]([NH:8][CH:9]2[CH:14]3[CH2:15][CH:11]([CH2:12][N:13]3[C:16]([O:18]C(C)(C)C)=O)[CH2:10]2)[CH:5]=[C:4]([F:23])[N:3]=1.[C:24](Cl)(=O)[CH:25]=C. The catalyst is C(Cl)Cl.C(O)(C(F)(F)F)=O.C(Cl)Cl.C([O-])(O)=O.[Na+]. The product is [Cl:1][C:2]1[N:7]=[C:6]([NH:8][CH:9]2[CH:14]3[CH2:15][CH:11]([CH2:12][N:13]3[C:16](=[O:18])[CH:24]=[CH2:25])[CH2:10]2)[CH:5]=[C:4]([F:23])[N:3]=1. The yield is 0.220. (2) The catalyst is ClCCl.C(OCC)(=O)C. The reactants are [Cl:1][C:2]1[N:11]=[C:10]([N:12]([C:14]2[CH:19]=[CH:18][C:17]([O:20]C)=[CH:16][CH:15]=2)[CH3:13])[C:9]2[C:4](=[CH:5][CH:6]=[CH:7][CH:8]=2)[N:3]=1.B(Br)(Br)Br. The product is [Cl:1][C:2]1[N:11]=[C:10]([N:12]([C:14]2[CH:15]=[CH:16][C:17]([OH:20])=[CH:18][CH:19]=2)[CH3:13])[C:9]2[C:4](=[CH:5][CH:6]=[CH:7][CH:8]=2)[N:3]=1. The yield is 0.570. (3) The reactants are [CH3:1][N:2]1[C:10]2[C:5](=[CH:6][CH:7]=[C:8]([N:11]3[CH:16]=[CH:15][C:14]([O:17][CH2:18][C:19]4[CH:24]=[CH:23][CH:22]=[CH:21][N:20]=4)=[CH:13][C:12]3=[O:25])[CH:9]=2)[C:4]2[CH2:26][CH2:27][N:28](C(OC(C)(C)C)=O)[CH2:29][C:3]1=2.C1(N)C(F)=C(F)C(F)=C(N)C=1F.[ClH:49].Cl. No catalyst specified. The product is [ClH:49].[ClH:49].[CH3:1][N:2]1[C:10]2[C:5](=[CH:6][CH:7]=[C:8]([N:11]3[CH:16]=[CH:15][C:14]([O:17][CH2:18][C:19]4[CH:24]=[CH:23][CH:22]=[CH:21][N:20]=4)=[CH:13][C:12]3=[O:25])[CH:9]=2)[C:4]2[CH2:26][CH2:27][NH:28][CH2:29][C:3]1=2. The yield is 0.790. (4) The reactants are [CH2:1]([O:8][C:9]([NH:11][C:12]([N:14]1[CH2:18][CH2:17][CH:16]([CH2:19][OH:20])[CH2:15]1)=[NH:13])=[O:10])[C:2]1[CH:7]=[CH:6][CH:5]=[CH:4][CH:3]=1.C(N(CC)CC)C.[CH3:28][S:29](Cl)(=[O:31])=[O:30]. The catalyst is C(OCC)(=O)C.CCCCCCC.C(OCC)C. The product is [CH2:1]([O:8][C:9]([NH:11][C:12]([N:14]1[CH2:18][CH2:17][CH:16]([CH2:19][O:20][S:29]([CH3:28])(=[O:31])=[O:30])[CH2:15]1)=[NH:13])=[O:10])[C:2]1[CH:3]=[CH:4][CH:5]=[CH:6][CH:7]=1. The yield is 0.500. (5) The reactants are [CH:1]([C:3]1[CH:23]=[CH:22][C:6]2[NH:7][C:8]([C@@H:10]3[CH2:14][CH2:13][CH2:12][N:11]3[C:15]([O:17][C:18]([CH3:21])([CH3:20])[CH3:19])=[O:16])=[N:9][C:5]=2[CH:4]=1)=O.[F:24][C:25]1[CH:31]=[CH:30][C:28]([NH2:29])=[CH:27][CH:26]=1.CC(O)=O.C([BH3-])#N.[Na+]. The catalyst is CO. The product is [F:24][C:25]1[CH:31]=[CH:30][C:28]([NH:29][CH2:1][C:3]2[CH:23]=[CH:22][C:6]3[NH:7][C:8]([C@@H:10]4[CH2:14][CH2:13][CH2:12][N:11]4[C:15]([O:17][C:18]([CH3:21])([CH3:20])[CH3:19])=[O:16])=[N:9][C:5]=3[CH:4]=2)=[CH:27][CH:26]=1. The yield is 1.00. (6) The reactants are [CH3:1][O:2][C:3]1[CH:4]=[C:5]([C:17]2[CH:22]=[CH:21][C:20]([N:23]([CH3:50])[CH2:24][CH2:25][N:26]([C:28]3[CH:29]=[CH:30][C:31]([C:34]4[CH:39]=[C:38]([O:40][CH3:41])[C:37]([O:42][CH2:43][C:44]([F:47])([F:46])[F:45])=[C:36]([O:48][CH3:49])[CH:35]=4)=[N:32][CH:33]=3)[CH3:27])=[CH:19][N:18]=2)[CH:6]=[C:7]([O:15][CH3:16])[C:8]=1[O:9][CH2:10][C:11]([F:14])([F:13])[F:12].[CH3:51][S:52]([OH:55])(=[O:54])=[O:53]. The catalyst is CO. The product is [CH3:51][S:52]([OH:55])(=[O:54])=[O:53].[CH3:51][S:52]([OH:55])(=[O:54])=[O:53].[CH3:41][O:40][C:38]1[CH:39]=[C:34]([C:31]2[CH:30]=[CH:29][C:28]([N:26]([CH3:27])[CH2:25][CH2:24][N:23]([C:20]3[CH:21]=[CH:22][C:17]([C:5]4[CH:6]=[C:7]([O:15][CH3:16])[C:8]([O:9][CH2:10][C:11]([F:13])([F:14])[F:12])=[C:3]([O:2][CH3:1])[CH:4]=4)=[N:18][CH:19]=3)[CH3:50])=[CH:33][N:32]=2)[CH:35]=[C:36]([O:48][CH3:49])[C:37]=1[O:42][CH2:43][C:44]([F:46])([F:47])[F:45]. The yield is 0.220. (7) The reactants are [Br:1][C:2]1[CH:7]=[CH:6][C:5]([C@@H:8]([N:10]2[CH2:15][CH2:14][C@:13]([CH2:22][CH2:23][CH2:24][OH:25])([C:16]3[CH:21]=[CH:20][CH:19]=[CH:18][CH:17]=3)[O:12][C:11]2=[O:26])[CH3:9])=[CH:4][CH:3]=1.CCN(CC)CC.[CH3:34][S:35](Cl)(=[O:37])=[O:36]. The catalyst is C(Cl)Cl. The product is [CH3:34][S:35]([O:25][CH2:24][CH2:23][CH2:22][C@@:13]1([C:16]2[CH:17]=[CH:18][CH:19]=[CH:20][CH:21]=2)[O:12][C:11](=[O:26])[N:10]([C@H:8]([C:5]2[CH:6]=[CH:7][C:2]([Br:1])=[CH:3][CH:4]=2)[CH3:9])[CH2:15][CH2:14]1)(=[O:37])=[O:36]. The yield is 0.980.